From a dataset of Full USPTO retrosynthesis dataset with 1.9M reactions from patents (1976-2016). Predict the reactants needed to synthesize the given product. (1) Given the product [Cl:23][C:18]1[CH:17]=[C:16]([N:11]2[C:10](=[O:24])[C@:9]3([CH2:25][CH2:26][CH2:27][C@H:8]3[C:5]3[CH:6]=[CH:7][C:2]([C:32]4[CH:33]=[CH:34][C:29]([F:28])=[CH:30][CH:31]=4)=[CH:3][CH:4]=3)[N:13]([CH3:14])[C:12]2=[O:15])[CH:21]=[C:20]([Cl:22])[CH:19]=1, predict the reactants needed to synthesize it. The reactants are: Br[C:2]1[CH:7]=[CH:6][C:5]([C@@H:8]2[CH2:27][CH2:26][CH2:25][C@:9]32[N:13]([CH3:14])[C:12](=[O:15])[N:11]([C:16]2[CH:21]=[C:20]([Cl:22])[CH:19]=[C:18]([Cl:23])[CH:17]=2)[C:10]3=[O:24])=[CH:4][CH:3]=1.[F:28][C:29]1[CH:34]=[CH:33][C:32](B(O)O)=[CH:31][CH:30]=1. (2) Given the product [CH:3]1([N:6]([CH2:20][CH2:21][O:22][C:24]2[CH:25]=[C:26]([N:30]3[CH2:31][CH2:32][C:33]4([CH2:36][CH2:37][N:38]([C:41]5[CH:42]=[CH:43][N:44]=[CH:45][CH:46]=5)[CH2:39][CH2:40]4)[CH2:34][CH2:35]3)[N:27]=[CH:28][N:29]=2)[S:7]([C:10]2[C:15]([CH3:16])=[CH:14][C:13]([O:17][CH3:18])=[CH:12][C:11]=2[CH3:19])(=[O:9])=[O:8])[CH2:4][CH2:5]1, predict the reactants needed to synthesize it. The reactants are: [H-].[Na+].[CH:3]1([N:6]([CH2:20][CH2:21][OH:22])[S:7]([C:10]2[C:15]([CH3:16])=[CH:14][C:13]([O:17][CH3:18])=[CH:12][C:11]=2[CH3:19])(=[O:9])=[O:8])[CH2:5][CH2:4]1.Cl[C:24]1[N:29]=[CH:28][N:27]=[C:26]([N:30]2[CH2:35][CH2:34][C:33]3([CH2:40][CH2:39][N:38]([C:41]4[CH:46]=[CH:45][N:44]=[CH:43][CH:42]=4)[CH2:37][CH2:36]3)[CH2:32][CH2:31]2)[CH:25]=1.O. (3) The reactants are: [Cl:1][C:2]1[CH:7]=[C:6]([Cl:8])[C:5]([O:9][C@@H:10]([CH3:15])[C:11]([O:13][CH3:14])=[O:12])=[CH:4][C:3]=1[S:16][C:17]1[N:21]([CH3:22])[N:20]=[C:19]([CH3:23])[C:18]=1[C:24]([OH:26])=O.C([N:29](CC)CC)C.Cl.C(N=C=NCCCN(C)C)C.Cl. Given the product [NH2:29][C:24]([C:18]1[C:19]([CH3:23])=[N:20][N:21]([CH3:22])[C:17]=1[S:16][C:3]1[C:2]([Cl:1])=[CH:7][C:6]([Cl:8])=[C:5]([CH:4]=1)[O:9][C@@H:10]([CH3:15])[C:11]([O:13][CH3:14])=[O:12])=[O:26], predict the reactants needed to synthesize it. (4) Given the product [CH3:6][S:7]([C:10]1[CH:15]=[CH:14][CH:13]=[CH:12][C:11]=1[S:16]([NH:19][C:20]1[CH:21]=[C:22]2[C:26](=[CH:27][CH:28]=1)[NH:25][N:24]=[C:23]2/[CH:36]=[CH:37]/[C:38]([O:40][CH3:41])=[O:39])(=[O:17])=[O:18])(=[O:9])=[O:8], predict the reactants needed to synthesize it. The reactants are: I[Si](C)(C)C.[CH3:6][S:7]([C:10]1[CH:15]=[CH:14][CH:13]=[CH:12][C:11]=1[S:16]([NH:19][C:20]1[CH:21]=[C:22]2[C:26](=[CH:27][CH:28]=1)[N:25](C(OC(C)(C)C)=O)[N:24]=[C:23]2/[CH:36]=[CH:37]/[C:38]([O:40][CH3:41])=[O:39])(=[O:18])=[O:17])(=[O:9])=[O:8].N. (5) Given the product [F:19][C:13]1[C:12]([C:10]2[C:9](=[O:20])[NH:8][C:7](=[O:21])[N:6]([CH2:5][CH2:4][CH:3]=[O:2])[CH:11]=2)=[CH:17][CH:16]=[C:15]([CH3:18])[N:14]=1, predict the reactants needed to synthesize it. The reactants are: C[O:2][CH:3](OC)[CH2:4][CH2:5][N:6]1[CH:11]=[C:10]([C:12]2[C:13]([F:19])=[N:14][C:15]([CH3:18])=[CH:16][CH:17]=2)[C:9](=[O:20])[NH:8][C:7]1=[O:21]. (6) Given the product [CH3:31][O:30][C:28]([C:27]1[CH:26]=[CH:25][C:24]([C:11]2[C:12]([CH3:22])([CH3:23])[C@H:13]3[C@:8]([CH3:34])([CH2:9][CH:10]=2)[C@@H:7]2[C@:16]([CH3:21])([C@@:17]4([CH3:20])[C@H:4]([CH2:5][CH2:6]2)[C@H:3]2[C@H:35]([C:38]([CH3:40])=[CH2:39])[CH2:36][CH2:37][C@:2]2([NH:1][CH2:54][CH:50]2[CH2:51][CH2:52][CH2:53][N:48]([C:46]([O:45][C:41]([CH3:42])([CH3:44])[CH3:43])=[O:47])[CH2:49]2)[CH2:19][CH2:18]4)[CH2:15][CH2:14]3)=[CH:33][CH:32]=1)=[O:29], predict the reactants needed to synthesize it. The reactants are: [NH2:1][C@:2]12[CH2:37][CH2:36][C@@H:35]([C:38]([CH3:40])=[CH2:39])[C@@H:3]1[C@@H:4]1[C@@:17]([CH3:20])([CH2:18][CH2:19]2)[C@@:16]2([CH3:21])[C@@H:7]([C@:8]3([CH3:34])[C@@H:13]([CH2:14][CH2:15]2)[C:12]([CH3:23])([CH3:22])[C:11]([C:24]2[CH:33]=[CH:32][C:27]([C:28]([O:30][CH3:31])=[O:29])=[CH:26][CH:25]=2)=[CH:10][CH2:9]3)[CH2:6][CH2:5]1.[C:41]([O:45][C:46]([N:48]1[CH2:53][CH2:52][CH2:51][CH:50]([CH:54]=O)[CH2:49]1)=[O:47])([CH3:44])([CH3:43])[CH3:42].C(O[BH-](OC(=O)C)OC(=O)C)(=O)C.[Na+].